This data is from Forward reaction prediction with 1.9M reactions from USPTO patents (1976-2016). The task is: Predict the product of the given reaction. (1) Given the reactants [CH2:1]([N:3]1[CH:7]=[C:6](B2OC(C)(C)C(C)(C)O2)[CH:5]=[N:4]1)[CH3:2].C(=O)([O-])[O-].[K+].[K+].[F:23][C:24]1([F:38])[CH2:29][CH2:28][C:27](=[CH:30][C:31]2[CH:36]=[CH:35][CH:34]=[C:33](I)[CH:32]=2)[CH2:26][CH2:25]1.O, predict the reaction product. The product is: [F:23][C:24]1([F:38])[CH2:29][CH2:28][C:27](=[CH:30][C:31]2[CH:32]=[C:33]([C:6]3[CH:5]=[N:4][N:3]([CH2:1][CH3:2])[CH:7]=3)[CH:34]=[CH:35][CH:36]=2)[CH2:26][CH2:25]1. (2) The product is: [Br:7][C:8]1[CH:9]=[N:10][CH:11]=[C:12]2[C:17]=1[N:16]=[C:15]([C:18]([NH:30][CH2:29][C:26]1[CH:25]=[CH:24][C:23]([C:22]([F:21])([F:31])[F:32])=[CH:28][CH:27]=1)=[O:20])[CH:14]=[CH:13]2. Given the reactants C(Cl)(=O)C(Cl)=O.[Br:7][C:8]1[CH:9]=[N:10][CH:11]=[C:12]2[C:17]=1[N:16]=[C:15]([C:18]([OH:20])=O)[CH:14]=[CH:13]2.[F:21][C:22]([F:32])([F:31])[C:23]1[CH:28]=[CH:27][C:26]([CH2:29][NH2:30])=[CH:25][CH:24]=1.C(N(CC)CC)C.C([O-])(O)=O.[Na+], predict the reaction product. (3) Given the reactants [Cl:1][C:2]1[CH:7]=[CH:6][C:5]([C:8]2[C:13]([C:14]([O:16]C)=[O:15])=[CH:12][N:11]=[C:10]([CH3:18])[CH:9]=2)=[C:4]([F:19])[CH:3]=1.[OH-].[Na+].Cl, predict the reaction product. The product is: [Cl:1][C:2]1[CH:7]=[CH:6][C:5]([C:8]2[C:13]([C:14]([OH:16])=[O:15])=[CH:12][N:11]=[C:10]([CH3:18])[CH:9]=2)=[C:4]([F:19])[CH:3]=1. (4) Given the reactants CN(C)CCCN=C=NCC.[N:12]1[CH:17]=[CH:16][CH:15]=[CH:14][C:13]=1[CH2:18][C:19]1[CH:25]=[CH:24][C:22]([NH2:23])=[CH:21][CH:20]=1.[CH3:26][N:27]([CH3:38])[C:28]1[CH:36]=[C:35]([CH3:37])[CH:34]=[CH:33][C:29]=1[C:30](O)=[O:31].ON1C2C=CC=CC=2N=N1, predict the reaction product. The product is: [CH3:26][N:27]([CH3:38])[C:28]1[CH:36]=[C:35]([CH3:37])[CH:34]=[CH:33][C:29]=1[C:30]([NH:23][C:22]1[CH:21]=[CH:20][C:19]([CH2:18][C:13]2[CH:14]=[CH:15][CH:16]=[CH:17][N:12]=2)=[CH:25][CH:24]=1)=[O:31]. (5) Given the reactants [Cl:1][C:2]1[N:7]=[C:6]([Cl:8])[C:5]([CH:9](O)[CH2:10][CH3:11])=[CH:4][N:3]=1.C(N(C(C)C)CC)(C)C.P(Br)(Br)([Br:24])=O, predict the reaction product. The product is: [Br:24][CH:9]([C:5]1[C:6]([Cl:8])=[N:7][C:2]([Cl:1])=[N:3][CH:4]=1)[CH2:10][CH3:11]. (6) Given the reactants [CH2:1]([O:3][C:4](=[O:25])[CH2:5][C:6]1[CH:7]=[C:8]([C:14]2[CH:19]=[C:18]([CH3:20])[CH:17]=[CH:16][C:15]=2[CH2:21][NH:22][CH2:23][CH3:24])[C:9]([O:12][CH3:13])=[CH:10][CH:11]=1)[CH3:2].Cl[C:27]([O:29][CH2:30][C:31]1[CH:36]=[CH:35][C:34]([F:37])=[CH:33][CH:32]=1)=[O:28], predict the reaction product. The product is: [CH2:1]([O:3][C:4](=[O:25])[CH2:5][C:6]1[CH:7]=[C:8]([C:14]2[CH:19]=[C:18]([CH3:20])[CH:17]=[CH:16][C:15]=2[CH2:21][N:22]([CH2:23][CH3:24])[C:27]([O:29][CH2:30][C:31]2[CH:36]=[CH:35][C:34]([F:37])=[CH:33][CH:32]=2)=[O:28])[C:9]([O:12][CH3:13])=[CH:10][CH:11]=1)[CH3:2]. (7) Given the reactants [CH2:1]([O:3][C:4](=[O:25])/[C:5](/[O:22][CH2:23][CH3:24])=[CH:6]/[C:7]1[CH:12]=[CH:11][C:10]([O:13]CC2C=CC=CC=2)=[CH:9][C:8]=1[CH3:21])[CH3:2], predict the reaction product. The product is: [CH2:1]([O:3][C:4](=[O:25])[CH:5]([O:22][CH2:23][CH3:24])[CH2:6][C:7]1[CH:12]=[CH:11][C:10]([OH:13])=[CH:9][C:8]=1[CH3:21])[CH3:2].